Task: Predict the reaction yield, written as a fraction of the theoretical maximum amount of product (1.0 means a 100% yield; for example, 0.34 means a 34% yield).. Dataset: Reaction yield outcomes from USPTO patents with 853,638 reactions (1) The reactants are [CH3:1][O:2][C:3]([C:5]1[S:6][C:7]([C:27]#[C:28][C:29]([CH3:32])([CH3:31])[CH3:30])=[CH:8][C:9]=1[N:10]([C@H:20]1[CH2:25][CH2:24][C@H:23]([OH:26])[CH2:22][CH2:21]1)[C:11]([C@H:13]1[CH2:18][CH2:17][C@H:16]([CH3:19])[CH2:15][CH2:14]1)=[O:12])=[O:4].I[CH3:34].[H-].[Na+]. The catalyst is CN(C=O)C. The product is [CH3:1][O:2][C:3]([C:5]1[S:6][C:7]([C:27]#[C:28][C:29]([CH3:31])([CH3:30])[CH3:32])=[CH:8][C:9]=1[N:10]([C@H:20]1[CH2:21][CH2:22][C@H:23]([O:26][CH3:34])[CH2:24][CH2:25]1)[C:11]([C@H:13]1[CH2:18][CH2:17][C@H:16]([CH3:19])[CH2:15][CH2:14]1)=[O:12])=[O:4]. The yield is 0.320. (2) The product is [N:13]([C:10]1[CH:11]=[CH:12][C:7]([N:6]([CH3:5])[CH3:15])=[N:8][C:9]=1[CH3:14])=[C:1]=[S:2]. The catalyst is O1CCCC1.C(=O)([O-])O.[Na+]. The yield is 0.430. The reactants are [C:1](Cl)(Cl)=[S:2].[CH3:5][N:6]([CH3:15])[C:7]1[CH:12]=[CH:11][C:10]([NH2:13])=[C:9]([CH3:14])[N:8]=1. (3) The reactants are [CH3:1][NH:2][CH:3]([CH2:5]/[CH:6]=[CH:7]/[C:8]1[CH:9]=[N:10][CH:11]=[C:12]([O:14][CH:15]([CH3:17])[CH3:16])[CH:13]=1)[CH3:4].[O:18]=[C:19]([OH:31])[C@@H:20]([C@H:22]([C@H:24]([C@@H:26]([C:28]([OH:30])=[O:29])[OH:27])[OH:25])[OH:23])[OH:21].O. The catalyst is CO. The product is [O:18]=[C:19]([OH:31])[C@@H:20]([C@H:22]([C@H:24]([C@@H:26]([C:28]([OH:30])=[O:29])[OH:27])[OH:25])[OH:23])[OH:21].[CH3:1][NH:2][CH:3]([CH2:5]/[CH:6]=[CH:7]/[C:8]1[CH:9]=[N:10][CH:11]=[C:12]([O:14][CH:15]([CH3:17])[CH3:16])[CH:13]=1)[CH3:4].[CH3:1][NH:2][CH:3]([CH2:5]/[CH:6]=[CH:7]/[C:8]1[CH:9]=[N:10][CH:11]=[C:12]([O:14][CH:15]([CH3:17])[CH3:16])[CH:13]=1)[CH3:4]. The yield is 0.931. (4) The reactants are [F:1][C:2]1[CH:7]=[CH:6][C:5]([N:8]2[C:16]3[C:11](=[CH:12][C:13]([CH:17]([C:23]4[CH:28]=[CH:27][CH:26]=[CH:25][CH:24]=4)[CH2:18][C:19]([O:21]C)=[O:20])=[CH:14][CH:15]=3)[CH:10]=[N:9]2)=[CH:4][CH:3]=1.[OH-].[Na+].Cl. The catalyst is CO.O. The product is [F:1][C:2]1[CH:3]=[CH:4][C:5]([N:8]2[C:16]3[C:11](=[CH:12][C:13]([CH:17]([C:23]4[CH:24]=[CH:25][CH:26]=[CH:27][CH:28]=4)[CH2:18][C:19]([OH:21])=[O:20])=[CH:14][CH:15]=3)[CH:10]=[N:9]2)=[CH:6][CH:7]=1. The yield is 0.920. (5) The reactants are ClC1SC(S([N:10]([S:22]([C:25]2[S:26][C:27]([Cl:30])=[CH:28][CH:29]=2)(=[O:24])=[O:23])[C:11]2[C:19]3[C:14](=[CH:15][CH:16]=[CH:17][C:18]=3[O:20][CH3:21])[NH:13][N:12]=2)(=O)=O)=CC=1.C1(P(C2C=CC=CC=2)C2C=CC=CC=2)C=CC=CC=1.O[CH2:51][C:52]1[CH:53]=[C:54]([S:58]([NH2:61])(=[O:60])=[O:59])[CH:55]=[CH:56][CH:57]=1.N(C(OC(C)C)=O)=NC(OC(C)C)=O. The catalyst is C1COCC1. The product is [NH2:61][S:58]([C:54]1[CH:53]=[C:52]([CH2:51][N:13]2[C:14]3[C:19](=[C:18]([O:20][CH3:21])[CH:17]=[CH:16][CH:15]=3)[C:11]([NH:10][S:22]([C:25]3[S:26][C:27]([Cl:30])=[CH:28][CH:29]=3)(=[O:23])=[O:24])=[N:12]2)[CH:57]=[CH:56][CH:55]=1)(=[O:59])=[O:60]. The yield is 0.220. (6) The reactants are [Br:1][C:2]1[CH:3]=[CH:4][C:5]([C:8]#[C:9][CH2:10][O:11][CH3:12])=[N:6][CH:7]=1.C(N(CC)CC)C. The catalyst is C(O)C.[H][H].[Pt]=O. The product is [Br:1][C:2]1[CH:3]=[CH:4][C:5]([CH2:8][CH2:9][CH2:10][O:11][CH3:12])=[N:6][CH:7]=1. The yield is 0.680. (7) The reactants are CS(O[CH:6]([C:24]1[CH:29]=[CH:28][C:27]([N+:30]([O-:32])=[O:31])=[CH:26][CH:25]=1)[CH2:7][CH2:8][CH:9](OS(C)(=O)=O)[C:10]1[CH:15]=[CH:14][C:13]([N+:16]([O-:18])=[O:17])=[CH:12][CH:11]=1)(=O)=O.[Br:33][C:34]1[CH:40]=[CH:39][C:37]([NH2:38])=[CH:36][CH:35]=1. The catalyst is CN(C=O)C. The product is [Br:33][C:34]1[CH:40]=[CH:39][C:37]([N:38]2[CH:9]([C:10]3[CH:15]=[CH:14][C:13]([N+:16]([O-:18])=[O:17])=[CH:12][CH:11]=3)[CH2:8][CH2:7][CH:6]2[C:24]2[CH:29]=[CH:28][C:27]([N+:30]([O-:32])=[O:31])=[CH:26][CH:25]=2)=[CH:36][CH:35]=1. The yield is 0.110. (8) The reactants are [NH2:1][C:2]1[CH:3]=[C:4]([C:8]2[N:13]=[C:12](Cl)[C:11]3[N:15]=[C:16]([C:20]4[C:21]([NH2:25])=[N:22][O:23][N:24]=4)[N:17]([CH2:18][CH3:19])[C:10]=3[CH:9]=2)[CH:5]=[CH:6][CH:7]=1.[OH:26][C:27]([CH3:31])([C:29]#[CH:30])[CH3:28].C(N(CC)CC)C. The catalyst is CN(C=O)C.[Cu]I. The product is [NH2:25][C:21]1[C:20]([C:16]2[N:17]([CH2:18][CH3:19])[C:10]3[CH:9]=[C:8]([C:4]4[CH:5]=[CH:6][CH:7]=[C:2]([NH2:1])[CH:3]=4)[N:13]=[C:12]([C:30]#[C:29][C:27]([CH3:31])([OH:26])[CH3:28])[C:11]=3[N:15]=2)=[N:24][O:23][N:22]=1. The yield is 0.750. (9) The reactants are OS(O)(=O)=O.[N+:6]([O-:9])(O)=[O:7].[F:10][C:11]1[C:19]([F:20])=[C:18]([F:21])[CH:17]=[CH:16][C:12]=1[C:13]([OH:15])=[O:14]. No catalyst specified. The product is [F:10][C:11]1[C:19]([F:20])=[C:18]([F:21])[C:17]([N+:6]([O-:9])=[O:7])=[CH:16][C:12]=1[C:13]([OH:15])=[O:14]. The yield is 0.920.